From a dataset of Reaction yield outcomes from USPTO patents with 853,638 reactions. Predict the reaction yield, written as a fraction of the theoretical maximum amount of product (1.0 means a 100% yield; for example, 0.34 means a 34% yield). The reactants are [C:1]([O:5][C:6]([N:8]1[CH2:13][CH2:12][N:11]([C:14]2[CH:15]=[N:16][C:17]([NH:20][C:21]3[N:22]=[CH:23][C:24]4[C:30]([CH3:31])=[C:29](Br)[C:28](=[O:33])[N:27]([CH:34]5[CH2:38][CH2:37][CH2:36][CH2:35]5)[C:25]=4[N:26]=3)=[CH:18][CH:19]=2)[CH2:10][CH2:9]1)=[O:7])([CH3:4])([CH3:3])[CH3:2].C([Sn](CCCC)(CCCC)[C:44]([O:46][CH2:47][CH3:48])=[CH2:45])CCC. The catalyst is C1(C)C=CC=CC=1. The product is [C:1]([O:5][C:6]([N:8]1[CH2:13][CH2:12][N:11]([C:14]2[CH:15]=[N:16][C:17]([NH:20][C:21]3[N:22]=[CH:23][C:24]4[C:30]([CH3:31])=[C:29]([C:44]([O:46][CH2:47][CH3:48])=[CH2:45])[C:28](=[O:33])[N:27]([CH:34]5[CH2:38][CH2:37][CH2:36][CH2:35]5)[C:25]=4[N:26]=3)=[CH:18][CH:19]=2)[CH2:10][CH2:9]1)=[O:7])([CH3:4])([CH3:3])[CH3:2]. The yield is 0.780.